Predict the product of the given reaction. From a dataset of Forward reaction prediction with 1.9M reactions from USPTO patents (1976-2016). (1) Given the reactants [O:1]=[O+][O-].[CH3:4][NH:5][C:6]([CH:8]([NH:24][C:25]([C:27]1[C:28]([C:33]([F:36])([F:35])[F:34])=[N:29][N:30]([CH3:32])[CH:31]=1)=[O:26])[CH:9]([C:18]1[CH:23]=[CH:22][CH:21]=[CH:20][CH:19]=1)/[CH:10]=C/C1C=CC=CC=1)=[O:7].N#N.[BH4-].[Na+], predict the reaction product. The product is: [OH:1][CH2:10][CH:9]([C:18]1[CH:19]=[CH:20][CH:21]=[CH:22][CH:23]=1)[CH:8]([NH:24][C:25]([C:27]1[C:28]([C:33]([F:36])([F:35])[F:34])=[N:29][N:30]([CH3:32])[CH:31]=1)=[O:26])[C:6](=[O:7])[NH:5][CH3:4]. (2) Given the reactants [CH3:1][O:2][C:3]1[CH:8]=[CH:7][C:6]([C:9]2[CH:10]=[C:11]3[C:16]4=[C:17]([C@@H:19]5[CH2:24][NH:23][CH2:22][CH2:21][C@@H:20]5[N:15]4[CH2:14][CH2:13][CH2:12]3)[CH:18]=2)=[C:5]([C:25]([F:28])([F:27])[F:26])[CH:4]=1.Br[CH2:30][CH2:31][CH3:32].N, predict the reaction product. The product is: [CH3:1][O:2][C:3]1[CH:8]=[CH:7][C:6]([C:9]2[CH:10]=[C:11]3[C:16]4=[C:17]([C@@H:19]5[CH2:24][N:23]([CH2:30][CH2:31][CH3:32])[CH2:22][CH2:21][C@@H:20]5[N:15]4[CH2:14][CH2:13][CH2:12]3)[CH:18]=2)=[C:5]([C:25]([F:28])([F:26])[F:27])[CH:4]=1. (3) Given the reactants [Cl:1][C:2]1[CH:3]=[CH:4][C:5]([OH:16])=[C:6]([C:8]2[CH:13]=[CH:12][N:11]=[C:10]([C:14]#[N:15])[CH:9]=2)[CH:7]=1.[Cl:17][C:18]1[C:19](F)=[CH:20][C:21]([F:44])=[C:22]([S:24]([N:27]([CH2:33][C:34]2[CH:39]=[CH:38][C:37]([O:40][CH3:41])=[CH:36][C:35]=2[O:42][CH3:43])[C:28]2[S:32][N:31]=[CH:30][N:29]=2)(=[O:26])=[O:25])[CH:23]=1.[Cl-].[Na+], predict the reaction product. The product is: [Cl:17][C:18]1[C:19]([O:16][C:5]2[CH:4]=[CH:3][C:2]([Cl:1])=[CH:7][C:6]=2[C:8]2[CH:13]=[CH:12][N:11]=[C:10]([C:14]#[N:15])[CH:9]=2)=[CH:20][C:21]([F:44])=[C:22]([S:24]([N:27]([CH2:33][C:34]2[CH:39]=[CH:38][C:37]([O:40][CH3:41])=[CH:36][C:35]=2[O:42][CH3:43])[C:28]2[S:32][N:31]=[CH:30][N:29]=2)(=[O:25])=[O:26])[CH:23]=1. (4) Given the reactants [NH2:1][C:2]1[N:6]([CH3:7])[N:5]=[CH:4][C:3]=1[NH:8][C:9](=[O:36])[C@@H:10]([NH:23][C:24](=[O:35])[CH2:25][CH2:26][NH:27][C:28]([O:30][C:31]([CH3:34])([CH3:33])[CH3:32])=[O:29])[CH2:11][CH2:12][CH2:13][CH2:14][NH:15][C:16](=[O:22])[O:17][C:18]([CH3:21])([CH3:20])[CH3:19].C(N(CC)CC)C.[C:44]1([C:50](Cl)([C:57]2[CH:62]=[CH:61][CH:60]=[CH:59][CH:58]=2)[C:51]2[CH:56]=[CH:55][CH:54]=[CH:53][CH:52]=2)[CH:49]=[CH:48][CH:47]=[CH:46][CH:45]=1, predict the reaction product. The product is: [C:31]([O:30][C:28]([NH:27][CH2:26][CH2:25][C:24]([NH:23][C@H:10]([C:9]([NH:8][C:3]1[CH:4]=[N:5][N:6]([CH3:7])[C:2]=1[NH:1][C:50]([C:44]1[CH:49]=[CH:48][CH:47]=[CH:46][CH:45]=1)([C:57]1[CH:58]=[CH:59][CH:60]=[CH:61][CH:62]=1)[C:51]1[CH:52]=[CH:53][CH:54]=[CH:55][CH:56]=1)=[O:36])[CH2:11][CH2:12][CH2:13][CH2:14][NH:15][C:16](=[O:22])[O:17][C:18]([CH3:21])([CH3:20])[CH3:19])=[O:35])=[O:29])([CH3:34])([CH3:33])[CH3:32]. (5) The product is: [CH3:12][O:13][C:14]1[CH:15]=[CH:16][C:17]([C:20]2[S:24][C:23]([CH2:25][NH:11][C:8]34[CH2:10][CH:4]5[CH2:5][CH:6]([CH2:1][CH:2]([CH2:3]5)[CH2:9]3)[CH2:7]4)=[CH:22][CH:21]=2)=[CH:18][CH:19]=1. Given the reactants [CH2:1]1[CH:6]2[CH2:7][C:8]3([NH2:11])[CH2:10][CH:4]([CH2:5]2)[CH2:3][CH:2]1[CH2:9]3.[CH3:12][O:13][C:14]1[CH:19]=[CH:18][C:17]([C:20]2[S:24][C:23]([CH:25]=O)=[CH:22][CH:21]=2)=[CH:16][CH:15]=1, predict the reaction product.